This data is from Buchwald-Hartwig C-N cross coupling reaction yields with 55,370 reactions. The task is: Predict the reaction yield, written as a fraction of the theoretical maximum amount of product (1.0 means a 100% yield; for example, 0.34 means a 34% yield). (1) The reactants are FC(F)(F)c1ccc(Br)cc1.Cc1ccc(N)cc1.O=S(=O)(O[Pd]1c2ccccc2-c2ccccc2N~1)C(F)(F)F.COc1ccc(OC)c(P([C@]23C[C@H]4C[C@H](C[C@H](C4)C2)C3)[C@]23C[C@H]4C[C@H](C[C@H](C4)C2)C3)c1-c1c(C(C)C)cc(C(C)C)cc1C(C)C.CN(C)C(=NC(C)(C)C)N(C)C.Cc1cc(-n2cccc2)no1. No catalyst specified. The product is Cc1ccc(Nc2ccc(C(F)(F)F)cc2)cc1. The yield is 0.353. (2) The reactants are Brc1ccccn1.Cc1ccc(N)cc1.O=S(=O)(O[Pd]1c2ccccc2-c2ccccc2N~1)C(F)(F)F.CC(C)c1cc(C(C)C)c(-c2ccccc2P(C(C)(C)C)C(C)(C)C)c(C(C)C)c1.CN(C)C(=NC(C)(C)C)N(C)C.Cc1cc(-c2ccccc2)on1. No catalyst specified. The product is Cc1ccc(Nc2ccccn2)cc1. The yield is 0.664. (3) The reactants are CCc1ccc(Cl)cc1.Cc1ccc(N)cc1.O=S(=O)(O[Pd]1c2ccccc2-c2ccccc2N~1)C(F)(F)F.CC(C)c1cc(C(C)C)c(-c2ccccc2P(C(C)(C)C)C(C)(C)C)c(C(C)C)c1.CN1CCCN2CCCN=C12.CCOC(=O)c1ccon1. No catalyst specified. The product is CCc1ccc(Nc2ccc(C)cc2)cc1. The yield is 0.0285. (4) The reactants are CCc1ccc(Br)cc1.Cc1ccc(N)cc1.O=S(=O)(O[Pd]1c2ccccc2-c2ccccc2N~1)C(F)(F)F.CC(C)c1cc(C(C)C)c(-c2ccccc2P(C(C)(C)C)C(C)(C)C)c(C(C)C)c1.CN(C)C(=NC(C)(C)C)N(C)C.COC(=O)c1cc(-c2cccs2)on1. No catalyst specified. The product is CCc1ccc(Nc2ccc(C)cc2)cc1. The yield is 0.552. (5) The reactants are CCc1ccc(Cl)cc1.Cc1ccc(N)cc1.O=S(=O)(O[Pd]1c2ccccc2-c2ccccc2N~1)C(F)(F)F.COc1ccc(OC)c(P([C@]23C[C@H]4C[C@H](C[C@H](C4)C2)C3)[C@]23C[C@H]4C[C@H](C[C@H](C4)C2)C3)c1-c1c(C(C)C)cc(C(C)C)cc1C(C)C.CCN=P(N=P(N(C)C)(N(C)C)N(C)C)(N(C)C)N(C)C.c1ccc(-c2cnoc2)cc1. No catalyst specified. The product is CCc1ccc(Nc2ccc(C)cc2)cc1. The yield is 0.0626.